Dataset: Forward reaction prediction with 1.9M reactions from USPTO patents (1976-2016). Task: Predict the product of the given reaction. The product is: [Br:1][C:2]1[CH:9]=[C:6]([C:7](=[S:17])[NH2:8])[CH:5]=[N:4][CH:3]=1. Given the reactants [Br:1][C:2]1[CH:3]=[N:4][CH:5]=[C:6]([CH:9]=1)[C:7]#[N:8].CCN(CC)CC.[SH2:17], predict the reaction product.